This data is from Peptide-MHC class I binding affinity with 185,985 pairs from IEDB/IMGT. The task is: Regression. Given a peptide amino acid sequence and an MHC pseudo amino acid sequence, predict their binding affinity value. This is MHC class I binding data. The peptide sequence is FDLFGITLY. The MHC is HLA-A02:01 with pseudo-sequence HLA-A02:01. The binding affinity (normalized) is 0.0847.